This data is from Merck oncology drug combination screen with 23,052 pairs across 39 cell lines. The task is: Regression. Given two drug SMILES strings and cell line genomic features, predict the synergy score measuring deviation from expected non-interaction effect. (1) Drug 1: COC1=C2CC(C)CC(OC)C(O)C(C)C=C(C)C(OC(N)=O)C(OC)C=CC=C(C)C(=O)NC(=CC1=O)C2=O. Drug 2: Cn1cc(-c2cnn3c(N)c(Br)c(C4CCCNC4)nc23)cn1. Cell line: SW620. Synergy scores: synergy=-6.89. (2) Drug 1: O=P1(N(CCCl)CCCl)NCCCO1. Drug 2: Cn1nnc2c(C(N)=O)ncn2c1=O. Cell line: A375. Synergy scores: synergy=12.1. (3) Drug 1: O=S1(=O)NC2(CN1CC(F)(F)F)C1CCC2Cc2cc(C=CCN3CCC(C(F)(F)F)CC3)ccc2C1. Drug 2: CNC(=O)c1cc(Oc2ccc(NC(=O)Nc3ccc(Cl)c(C(F)(F)F)c3)cc2)ccn1. Cell line: KPL1. Synergy scores: synergy=3.12. (4) Drug 2: CCC1(O)C(=O)OCc2c1cc1n(c2=O)Cc2cc3c(CN(C)C)c(O)ccc3nc2-1. Drug 1: CCN(CC)CCNC(=O)c1c(C)[nH]c(C=C2C(=O)Nc3ccc(F)cc32)c1C. Cell line: SW620. Synergy scores: synergy=5.24.